From a dataset of Full USPTO retrosynthesis dataset with 1.9M reactions from patents (1976-2016). Predict the reactants needed to synthesize the given product. (1) Given the product [OH:1][C:2]1[C:10]([N+:11]([O-:13])=[O:12])=[CH:9][CH:8]=[CH:7][C:3]=1[C:4]([O:6][CH3:14])=[O:5], predict the reactants needed to synthesize it. The reactants are: [OH:1][C:2]1[C:10]([N+:11]([O-:13])=[O:12])=[CH:9][CH:8]=[CH:7][C:3]=1[C:4]([OH:6])=[O:5].[CH3:14]O.O=S(Cl)Cl. (2) Given the product [CH:17]([C:21]1[C:22]([CH:2]([C:1]([O:8][CH3:9])=[O:7])[C:3]([O:5][CH3:6])=[O:4])=[N:23][C:24]([N:34]2[CH:38]=[CH:37][CH:36]=[N:35]2)=[N:25][C:26]=1[N:27]1[CH2:28][CH2:29][CH:30]([CH3:33])[CH2:31][CH2:32]1)([CH2:19][CH3:20])[CH3:18], predict the reactants needed to synthesize it. The reactants are: [C:1]([O:8][CH3:9])(=[O:7])[CH2:2][C:3]([O:5][CH3:6])=[O:4].O1CCCC1.[H-].[Na+].[CH:17]([C:21]1[C:22](S(C)(=O)=O)=[N:23][C:24]([N:34]2[CH:38]=[CH:37][CH:36]=[N:35]2)=[N:25][C:26]=1[N:27]1[CH2:32][CH2:31][CH:30]([CH3:33])[CH2:29][CH2:28]1)([CH2:19][CH3:20])[CH3:18]. (3) Given the product [CH3:1][O:2][C:3]1[CH:11]=[C:10]([CH3:12])[CH:9]=[CH:8][C:4]=1[C:5]([NH2:15])=[O:6], predict the reactants needed to synthesize it. The reactants are: [CH3:1][O:2][C:3]1[CH:11]=[C:10]([CH3:12])[CH:9]=[CH:8][C:4]=1[C:5](O)=[O:6].CC[N:15]=C=NCCCN(C)C.C1C=CC2N(O)N=NC=2C=1.N. (4) Given the product [Cl:15][C:16]1[C:17]2[CH:27]=[CH:26][CH:25]=[C:24]([F:28])[C:18]=2[S:19][C:20]=1[CH2:21][OH:22], predict the reactants needed to synthesize it. The reactants are: ClC1C2C=C(F)C=CC=2SC=1C(Cl)=O.[Cl:15][C:16]1[C:17]2[CH:27]=[CH:26][CH:25]=[C:24]([F:28])[C:18]=2[S:19][C:20]=1[C:21](Cl)=[O:22].[H-].[Al+3].[Li+].[H-].[H-].[H-]. (5) The reactants are: [F:1][C:2]1[CH:3]=[CH:4][C:5]([CH3:35])=[C:6]([CH:34]=1)[O:7][CH2:8][C:9]1[C:18]([C:19]2[CH:24]=[CH:23][C:22]([O:25]COC)=[CH:21][C:20]=2[O:29][CH3:30])=[CH:17][CH:16]=[C:15]2[C:10]=1[C:11]([CH3:33])=[CH:12][C:13]([CH3:32])([CH3:31])[NH:14]2.Cl.O1CCOCC1. Given the product [F:1][C:2]1[CH:3]=[CH:4][C:5]([CH3:35])=[C:6]([CH:34]=1)[O:7][CH2:8][C:9]1[C:18]([C:19]2[CH:24]=[CH:23][C:22]([OH:25])=[CH:21][C:20]=2[O:29][CH3:30])=[CH:17][CH:16]=[C:15]2[C:10]=1[C:11]([CH3:33])=[CH:12][C:13]([CH3:31])([CH3:32])[NH:14]2, predict the reactants needed to synthesize it. (6) Given the product [CH3:1][N:2]1[CH:6]=[CH:5][N:4]=[C:3]1[CH2:7][CH2:8][C:9]([OH:11])=[O:10], predict the reactants needed to synthesize it. The reactants are: [CH3:1][N:2]1[CH:6]=[CH:5][N:4]=[C:3]1/[CH:7]=[CH:8]/[C:9]([O:11]C)=[O:10]. (7) The reactants are: [C:1]([O:5][C:6](=[O:34])[CH2:7][O:8][C:9]1[C:14]([CH3:15])=[CH:13][C:12]([C:16]2[O:17][C:18]3[N:19]=[C:20](S(C)(=O)=O)[N:21]=[C:22]([CH2:25][CH:26]([CH3:28])[CH3:27])[C:23]=3[N:24]=2)=[CH:11][C:10]=1[CH3:33])([CH3:4])([CH3:3])[CH3:2].[F:35][C:36]1[CH:41]=[CH:40][CH:39]=[CH:38][C:37]=1[OH:42]. Given the product [F:35][C:36]1[CH:41]=[CH:40][CH:39]=[CH:38][C:37]=1[O:42][C:20]1[N:21]=[C:22]([CH2:25][CH:26]([CH3:28])[CH3:27])[C:23]2[N:24]=[C:16]([C:12]3[CH:13]=[C:14]([CH3:15])[C:9]([O:8][CH2:7][C:6]([O:5][C:1]([CH3:4])([CH3:3])[CH3:2])=[O:34])=[C:10]([CH3:33])[CH:11]=3)[O:17][C:18]=2[N:19]=1, predict the reactants needed to synthesize it.